From a dataset of Catalyst prediction with 721,799 reactions and 888 catalyst types from USPTO. Predict which catalyst facilitates the given reaction. Reactant: [CH3:1][C:2]1[C:3]([NH2:23])=[N:4][C:5]([NH:8][C:9]2[CH:14]=[CH:13][C:12]([O:15][CH2:16][CH2:17][N:18]3[CH2:22][CH2:21][CH2:20][CH2:19]3)=[CH:11][CH:10]=2)=[N:6][CH:7]=1.Br[C:25]1[CH:33]=[CH:32][C:31]([CH3:34])=[C:30]2[C:26]=1[CH:27]=[CH:28][NH:29]2.CC1(C)C2C(=C(P(C3C=CC=CC=3)C3C=CC=CC=3)C=CC=2)OC2C(P(C3C=CC=CC=3)C3C=CC=CC=3)=CC=CC1=2.C(=O)([O-])[O-].[Cs+].[Cs+]. Product: [N:18]1([CH2:17][CH2:16][O:15][C:12]2[CH:11]=[CH:10][C:9]([NH:8][C:5]3[N:4]=[C:3]([NH:23][C:25]4[CH:33]=[CH:32][C:31]([CH3:34])=[C:30]5[C:26]=4[CH:27]=[CH:28][NH:29]5)[C:2]([CH3:1])=[CH:7][N:6]=3)=[CH:14][CH:13]=2)[CH2:22][CH2:21][CH2:20][CH2:19]1. The catalyst class is: 62.